This data is from Forward reaction prediction with 1.9M reactions from USPTO patents (1976-2016). The task is: Predict the product of the given reaction. (1) Given the reactants [C:1]([O:5][C:6]([N:8]1[C:16]2[C:11](=[CH:12][CH:13]=[CH:14][CH:15]=2)[C:10]([CH2:17][OH:18])=[CH:9]1)=[O:7])([CH3:4])([CH3:3])[CH3:2].C(N(CC)CC)C.[CH3:26][S:27](Cl)(=[O:29])=[O:28], predict the reaction product. The product is: [C:1]([O:5][C:6]([N:8]1[C:16]2[C:11](=[CH:12][CH:13]=[CH:14][CH:15]=2)[C:10]([CH2:17][O:18][S:27]([CH3:26])(=[O:29])=[O:28])=[CH:9]1)=[O:7])([CH3:4])([CH3:2])[CH3:3]. (2) The product is: [NH2:1][C:2]1[CH:7]=[CH:6][CH:5]=[CH:4][C:3]=1[C:8]1[O:12][C:11]([C:13]2[CH:23]=[CH:22][C:16]([C:17]([OH:19])=[O:18])=[CH:15][CH:14]=2)=[N:10][N:9]=1. Given the reactants [NH2:1][C:2]1[CH:7]=[CH:6][CH:5]=[CH:4][C:3]=1[C:8]1[O:12][C:11]([C:13]2[CH:23]=[CH:22][C:16]([C:17]([O:19]CC)=[O:18])=[CH:15][CH:14]=2)=[N:10][N:9]=1.[OH-].[Na+].Cl, predict the reaction product. (3) The product is: [F:61][C:58]([F:59])([F:60])[C:55]1[CH:54]=[CH:53][C:52]2[S:51][C:50]3[C:45](=[CH:46][CH:47]=[CH:48][CH:49]=3)[N:44]([CH2:43][CH2:42][CH2:41][N:38]3[CH2:39][CH2:40][N:35]([CH2:34][CH2:33][NH:32][C:3](=[O:4])[C:2]([CH3:7])([CH3:6])[CH3:1])[CH2:36][CH2:37]3)[C:57]=2[CH:56]=1. Given the reactants [CH3:1][C:2]([CH3:7])([CH3:6])[C:3](O)=[O:4].CN(C(ON1N=NC2C=CC=NC1=2)=[N+](C)C)C.F[P-](F)(F)(F)(F)F.[NH2:32][CH2:33][CH2:34][N:35]1[CH2:40][CH2:39][N:38]([CH2:41][CH2:42][CH2:43][N:44]2[C:57]3[CH:56]=[C:55]([C:58]([F:61])([F:60])[F:59])[CH:54]=[CH:53][C:52]=3[S:51][C:50]3[C:45]2=[CH:46][CH:47]=[CH:48][CH:49]=3)[CH2:37][CH2:36]1.CCN(C(C)C)C(C)C, predict the reaction product.